Dataset: Reaction yield outcomes from USPTO patents with 853,638 reactions. Task: Predict the reaction yield, written as a fraction of the theoretical maximum amount of product (1.0 means a 100% yield; for example, 0.34 means a 34% yield). (1) The reactants are [CH3:1][O:2][C:3]1[CH:23]=[CH:22][C:6]([CH2:7][N:8]2[C:17]3[C:12](=[CH:13][C:14](B(O)O)=[CH:15][CH:16]=3)[CH:11]=[CH:10][C:9]2=[O:21])=[CH:5][CH:4]=1.N1C=CC=CC=1.[C:30]([C:34]1[CH:38]=[C:37]([C:39]([O:41][CH2:42][CH3:43])=[O:40])[NH:36][N:35]=1)([CH3:33])([CH3:32])[CH3:31].B(O)O. The catalyst is C(Cl)Cl.CC([O-])=O.CC([O-])=O.[Cu+2]. The product is [CH3:1][O:2][C:3]1[CH:23]=[CH:22][C:6]([CH2:7][N:8]2[C:17]3[C:12](=[CH:13][C:14]([N:36]4[C:37]([C:39]([O:41][CH2:42][CH3:43])=[O:40])=[CH:38][C:34]([C:30]([CH3:31])([CH3:33])[CH3:32])=[N:35]4)=[CH:15][CH:16]=3)[CH:11]=[CH:10][C:9]2=[O:21])=[CH:5][CH:4]=1. The yield is 0.940. (2) The reactants are [NH2:1][C:2]1[CH:3]=[C:4]([C:24](=[O:31])[NH:25][C:26]2[NH:27][CH:28]=[CH:29][N:30]=2)[C:5]2[N:9]=[C:8]([NH:10][C:11]([C:13]3[N:14]=[CH:15][C:16]4[C:21]([CH:22]=3)=[CH:20][CH:19]=[CH:18][CH:17]=4)=[O:12])[NH:7][C:6]=2[CH:23]=1.[C:32](Cl)(=[O:36])[CH:33]([CH3:35])[CH3:34]. The catalyst is N1C=CC=CC=1. The product is [NH:30]1[CH:29]=[CH:28][N:27]=[C:26]1[NH:25][C:24]([C:4]1[C:5]2[N:9]=[C:8]([NH:10][C:11]([C:13]3[N:14]=[CH:15][C:16]4[C:21]([CH:22]=3)=[CH:20][CH:19]=[CH:18][CH:17]=4)=[O:12])[NH:7][C:6]=2[CH:23]=[C:2]([NH:1][C:32](=[O:36])[CH:33]([CH3:35])[CH3:34])[CH:3]=1)=[O:31]. The yield is 0.665. (3) The yield is 0.380. The product is [CH:21]1([C:19]([NH:18][C:13]2[N:14]=[CH:15][C:16]3[C:11]([CH:12]=2)=[CH:10][CH:9]=[C:8]([C:6]2[CH:7]=[C:2]([NH:1][C:36](=[O:37])[O:38][C:39]4[CH:40]=[CH:41][C:42]([N+:45]([O-:47])=[O:46])=[CH:43][CH:44]=4)[CH:3]=[CH:4][C:5]=2[CH3:24])[CH:17]=3)=[O:20])[CH2:22][CH2:23]1. The reactants are [NH2:1][C:2]1[CH:3]=[CH:4][C:5]([CH3:24])=[C:6]([C:8]2[CH:17]=[C:16]3[C:11]([CH:12]=[C:13]([NH:18][C:19]([CH:21]4[CH2:23][CH2:22]4)=[O:20])[N:14]=[CH:15]3)=[CH:10][CH:9]=2)[CH:7]=1.ClCCCl.N1C=CC=CC=1.Cl[C:36]([O:38][C:39]1[CH:44]=[CH:43][C:42]([N+:45]([O-:47])=[O:46])=[CH:41][CH:40]=1)=[O:37]. No catalyst specified. (4) The reactants are [Br:1][C:2]1[CH:7]=[C:6]([F:8])[CH:5]=[C:4]([Br:9])[C:3]=1[NH:10][C:11]#[N:12].[NH:13]1[CH:17]=[C:16]([C:18]([O:20][CH2:21][CH3:22])=[O:19])[CH:15]=[N:14]1.Cl.O1CCOCC1. The catalyst is CCOCC. The product is [CH2:21]([O:20][C:18]([C:16]1[CH:17]=[N:13][N:14]([C:11](=[NH:12])[NH:10][C:3]2[C:4]([Br:9])=[CH:5][C:6]([F:8])=[CH:7][C:2]=2[Br:1])[CH:15]=1)=[O:19])[CH3:22]. The yield is 0.500. (5) The reactants are C[C:2]1[CH:10]=[CH:9][C:5](C([O-])=O)=[C:4]([F:11])[C:3]=1Br.[NH:13]1[C:17](B(O)O)=[CH:16][CH:15]=[N:14]1.[C:21]([O-:24])(O)=[O:22].[Na+].[CH3:26]OCCOC. The catalyst is O. The product is [F:11][C:4]1[CH:3]=[CH:2][C:10]([C:17]2[NH:13][N:14]=[CH:15][CH:16]=2)=[C:9]([CH:5]=1)[C:21]([O:24][CH3:26])=[O:22]. The yield is 0.440.